The task is: Predict the reactants needed to synthesize the given product.. This data is from Full USPTO retrosynthesis dataset with 1.9M reactions from patents (1976-2016). (1) Given the product [NH2:26][CH:23]1[CH2:24][CH2:25][N:21]([C:18]2[N:19]=[CH:20][C:15]([NH:14][C:13]3[C:12]4[C:7](=[CH:8][CH:9]=[C:10]([C:40]5[CH:39]=[C:38]([F:51])[C:37]([OH:52])=[C:36]([Cl:35])[CH:41]=5)[CH:11]=4)[N:6]=[CH:5][C:4]=3[C:1](=[O:3])[CH3:2])=[CH:16][CH:17]=2)[CH2:22]1, predict the reactants needed to synthesize it. The reactants are: [C:1]([C:4]1[CH:5]=[N:6][C:7]2[C:12]([C:13]=1[NH:14][C:15]1[CH:16]=[CH:17][C:18]([N:21]3[CH2:25][CH2:24][CH:23]([NH:26]C(=O)OC(C)(C)C)[CH2:22]3)=[N:19][CH:20]=1)=[CH:11][C:10](Br)=[CH:9][CH:8]=2)(=[O:3])[CH3:2].[Cl:35][C:36]1[CH:41]=[C:40](B2OC(C)(C)C(C)(C)O2)[CH:39]=[C:38]([F:51])[C:37]=1[OH:52]. (2) The reactants are: [CH3:1][C:2]1[CH:3]=[CH:4][C:5]2[NH:9][C:8](=[O:10])[NH:7][C:6]=2[CH:11]=1.[Br:12]N1C(=O)CCC1=O. Given the product [Br:12][C:3]1[C:2]([CH3:1])=[CH:11][C:6]2=[N:7][C:8](=[O:10])[N:9]=[C:5]2[CH:4]=1, predict the reactants needed to synthesize it.